Dataset: Full USPTO retrosynthesis dataset with 1.9M reactions from patents (1976-2016). Task: Predict the reactants needed to synthesize the given product. (1) Given the product [CH3:3][C:2]1[CH:36]=[CH:34][C:35]([CH:15]([NH2:16])[C:14]2[CH:29]=[CH:30][CH:22]=[CH:21][CH:20]=2)=[CH:5][CH:1]=1.[CH2:21]=[CH:22][C:30]1[CH:25]=[CH:26][CH:27]=[CH:28][CH:29]=1.[CH2:6]=[CH:7][C:27]1[CH:28]=[CH:29][C:30]([CH:22]=[CH2:23])=[CH:25][CH:26]=1.[ClH:18], predict the reactants needed to synthesize it. The reactants are: [CH2:1]1[CH2:5]O[CH2:3][CH2:2]1.[CH:6]1N=CN(C(N2C=[N:16][CH:15]=[CH:14]2)=O)[CH:7]=1.[ClH:18].N[CH2:20][CH2:21][C:22]1[C:30]2[C:25](=[CH:26][CH:27]=[CH:28][CH:29]=2)N[CH:23]=1.CCN(C(C)C)[CH:34]([CH3:36])[CH3:35]. (2) The reactants are: BrC1C=CC2C3N(CC(C)C)C(CCCC)=NC=3C=[N:9]C=2C=1.COC1C=C(OC)C=CC=1B(O)O.[CH2:36]([C:40]1[N:41]([CH2:63][CH:64]([CH3:66])[CH3:65])[C:42]2[C:51]3[CH:50]=[CH:49][C:48]([C:52]4[CH:57]=[CH:56][C:55]([O:58][CH3:59])=[CH:54][C:53]=4[O:60][CH3:61])=[CH:47][C:46]=3[N:45]=[CH:44][C:43]=2[N:62]=1)[CH2:37][CH2:38][CH3:39]. Given the product [CH2:36]([C:40]1[N:41]([CH2:63][CH:64]([CH3:65])[CH3:66])[C:42]2[C:51]3[CH:50]=[CH:49][C:48]([C:52]4[CH:57]=[CH:56][C:55]([O:58][CH3:59])=[CH:54][C:53]=4[O:60][CH3:61])=[CH:47][C:46]=3[N:45]=[C:44]([NH2:9])[C:43]=2[N:62]=1)[CH2:37][CH2:38][CH3:39], predict the reactants needed to synthesize it. (3) Given the product [NH:1]1[CH2:6][CH2:5][CH:4]([CH2:7][NH:8][C:9]([N:11]2[C:15]3[CH:16]=[CH:17][CH:18]=[CH:19][C:14]=3[N:13]([CH:20]3[CH2:21][CH2:22]3)[C:12]2=[O:23])=[O:10])[CH2:3][CH2:2]1.[Cl:24][CH2:25][CH2:26][C:27]([C:29]1[CH:34]=[CH:33][CH:32]=[CH:31][CH:30]=1)=[O:28], predict the reactants needed to synthesize it. The reactants are: [NH:1]1[CH2:6][CH2:5][CH:4]([CH2:7][NH:8][C:9]([N:11]2[C:15]3[CH:16]=[CH:17][CH:18]=[CH:19][C:14]=3[N:13]([CH:20]([CH3:22])[CH3:21])[C:12]2=[O:23])=[O:10])[CH2:3][CH2:2]1.[Cl:24][CH2:25][CH2:26][C:27]([C:29]1[CH:34]=[CH:33][C:32](Cl)=[CH:31][CH:30]=1)=[O:28]. (4) Given the product [CH3:18][C:16]12[CH2:17][CH:13]([C:11]3([CH3:19])[C:10]1([CH3:20])[C:9]1[CH:21]=[C:5]([C:3]([CH2:2][O:22][C:23]4[CH:24]=[C:25]([CH:30]=[CH:31][C:32]=4[I:33])[C:26]([O:28][CH3:29])=[O:27])=[O:4])[CH:6]=[CH:7][C:8]=1[O:12]3)[CH2:14][CH2:15]2, predict the reactants needed to synthesize it. The reactants are: Br[CH2:2][C:3]([C:5]1[CH:6]=[CH:7][C:8]2[O:12][C:11]3([CH3:19])[CH:13]4[CH2:17][C:16]([CH3:18])([C:10]3([CH3:20])[C:9]=2[CH:21]=1)[CH2:15][CH2:14]4)=[O:4].[OH:22][C:23]1[CH:24]=[C:25]([CH:30]=[CH:31][C:32]=1[I:33])[C:26]([O:28][CH3:29])=[O:27].C(=O)([O-])[O-].[K+].[K+].